From a dataset of Reaction yield outcomes from USPTO patents with 853,638 reactions. Predict the reaction yield, written as a fraction of the theoretical maximum amount of product (1.0 means a 100% yield; for example, 0.34 means a 34% yield). (1) The reactants are [C:1]([Mg]Br)#[CH:2].[CH3:5][N:6]1[CH2:11][CH2:10][CH2:9][C:8](=[O:12])[C:7]1=[O:13]. The catalyst is O1CCCC1. The product is [C:1]([C:8]1([OH:12])[CH2:9][CH2:10][CH2:11][N:6]([CH3:5])[C:7]1=[O:13])#[CH:2]. The yield is 0.300. (2) The yield is 0.720. The reactants are COC(=O)[C:4]1[CH:9]=[CH:8][C:7]([Br:10])=[CH:6][C:5]=1[CH3:11].[CH3:13][Mg]Br.Cl.C([O:19][CH2:20][CH3:21])C. The product is [Br:10][C:7]1[CH:8]=[CH:9][C:4]([C:20]([OH:19])([CH3:21])[CH3:13])=[C:5]([CH3:11])[CH:6]=1. No catalyst specified. (3) The reactants are Cl[CH2:2][CH2:3][CH2:4][N:5]1[C:14]2[C:9](=[CH:10][CH:11]=[CH:12][CH:13]=2)[CH:8]=[CH:7][C:6]1=[O:15].[Na+].[I-].C([O-])([O-])=O.[K+].[K+].[CH2:24]([O:27][CH:28]1[CH2:33][CH2:32][NH:31][CH2:30][CH2:29]1)[CH:25]=[CH2:26]. The catalyst is O.CCOC(C)=O.CC#N. The product is [CH2:24]([O:27][CH:28]1[CH2:33][CH2:32][N:31]([CH2:2][CH2:3][CH2:4][N:5]2[C:14]3[C:9](=[CH:10][CH:11]=[CH:12][CH:13]=3)[CH:8]=[CH:7][C:6]2=[O:15])[CH2:30][CH2:29]1)[CH:25]=[CH2:26]. The yield is 0.700. (4) The catalyst is CN(C=O)C.O. The product is [Br:1][C:2]1[CH:3]=[C:4]2[C:9](=[CH:10][CH:11]=1)[N:8]([CH2:16][C:17]1[CH:22]=[CH:21][C:20]([O:23][CH3:24])=[CH:19][CH:18]=1)[C:7](=[O:12])[CH:6]=[CH:5]2. The yield is 0.800. The reactants are [Br:1][C:2]1[CH:3]=[C:4]2[C:9](=[CH:10][CH:11]=1)[NH:8][C:7](=[O:12])[CH:6]=[CH:5]2.[H-].[Na+].Cl[CH2:16][C:17]1[CH:22]=[CH:21][C:20]([O:23][CH3:24])=[CH:19][CH:18]=1. (5) The reactants are Cl[C:2]1[CH:9]=[CH:8][CH:7]=[C:6]([F:10])[C:3]=1[CH:4]=[O:5].[CH2:11]([O:13][C:14]1[CH:19]=[CH:18][C:17](B(O)O)=[C:16]([CH:23]=[O:24])[C:15]=1[F:25])[CH3:12].C(=O)([O-])[O-].[K+].[K+].C1(C)C=CC=CC=1. The catalyst is CCCC[N+](CCCC)(CCCC)CCCC.[Br-].O.C(O)C. The product is [CH2:11]([O:13][C:14]1[C:15]([F:25])=[C:16]([CH:23]=[O:24])[C:17]([C:2]2[C:3]([CH:4]=[O:5])=[C:6]([F:10])[CH:7]=[CH:8][CH:9]=2)=[CH:18][CH:19]=1)[CH3:12]. The yield is 0.840.